Predict the product of the given reaction. From a dataset of Forward reaction prediction with 1.9M reactions from USPTO patents (1976-2016). (1) Given the reactants Cl[C:2]1[N:7]=[C:6]([O:8][C:9]2[C:18]3[C:13](=[CH:14][CH:15]=[CH:16][CH:17]=3)[C:12]([NH:19][C:20]([NH:22][C:23]3[N:27]([C:28]4[CH:33]=[CH:32][C:31]([CH3:34])=[CH:30][CH:29]=4)[N:26]=[C:25]([Si:35]([CH3:38])([CH3:37])[CH3:36])[CH:24]=3)=[O:21])=[CH:11][CH:10]=2)[CH:5]=[CH:4][N:3]=1.[NH:39]1[C:47]2[C:42](=[CH:43][C:44]([NH2:48])=[CH:45][CH:46]=2)[CH:41]=[N:40]1, predict the reaction product. The product is: [NH:39]1[C:47]2[C:42](=[CH:43][C:44]([NH:48][C:2]3[N:7]=[C:6]([O:8][C:9]4[C:18]5[C:13](=[CH:14][CH:15]=[CH:16][CH:17]=5)[C:12]([NH:19][C:20]([NH:22][C:23]5[N:27]([C:28]6[CH:33]=[CH:32][C:31]([CH3:34])=[CH:30][CH:29]=6)[N:26]=[C:25]([Si:35]([CH3:38])([CH3:36])[CH3:37])[CH:24]=5)=[O:21])=[CH:11][CH:10]=4)[CH:5]=[CH:4][N:3]=3)=[CH:45][CH:46]=2)[CH:41]=[N:40]1. (2) Given the reactants [NH:1]1[CH:9]=[C:7]([CH3:8])[C:5](=[O:6])[NH:4][C:2]1=[O:3].[C:10]([O:14][CH2:15]C)(=[O:13])[CH:11]=[CH2:12].[OH-].[Na+], predict the reaction product. The product is: [CH3:15][O:14][C:10](=[O:13])[CH2:11][CH2:12][N:1]1[CH:9]=[C:7]([CH3:8])[C:5](=[O:6])[NH:4][C:2]1=[O:3]. (3) Given the reactants Br[C:2]1[CH:11]=[CH:10][C:9]2[N:8]=[C:7]([NH2:12])[C:6]3[N:13]=[C:14]([CH2:16][CH2:17][CH3:18])[S:15][C:5]=3[C:4]=2[CH:3]=1.Cl.[NH2:20][CH2:21][C:22]1[CH:27]=[C:26]([F:28])[CH:25]=[CH:24][C:23]=1B(O)O.C(=O)([O-])[O-].[Na+].[Na+], predict the reaction product. The product is: [NH2:20][CH2:21][C:22]1[CH:27]=[C:26]([F:28])[CH:25]=[CH:24][C:23]=1[C:2]1[CH:11]=[CH:10][C:9]2[N:8]=[C:7]([NH2:12])[C:6]3[N:13]=[C:14]([CH2:16][CH2:17][CH3:18])[S:15][C:5]=3[C:4]=2[CH:3]=1. (4) Given the reactants Br[CH2:2][C:3]1[CH:4]=[C:5]([C:9]2[CH:13]=[C:12]([CH2:14][CH:15]([CH3:17])[CH3:16])[S:11][C:10]=2[S:18]([NH:21][C:22]([CH3:25])([CH3:24])[CH3:23])(=[O:20])=[O:19])[CH:6]=[CH:7][CH:8]=1.[NH:26]1[CH:30]=[CH:29][CH:28]=[N:27]1, predict the reaction product. The product is: [N:26]1([CH2:2][C:3]2[CH:4]=[C:5]([C:9]3[CH:13]=[C:12]([CH2:14][CH:15]([CH3:17])[CH3:16])[S:11][C:10]=3[S:18]([NH:21][C:22]([CH3:25])([CH3:24])[CH3:23])(=[O:20])=[O:19])[CH:6]=[CH:7][CH:8]=2)[CH:30]=[CH:29][CH:28]=[N:27]1.